The task is: Predict the reaction yield, written as a fraction of the theoretical maximum amount of product (1.0 means a 100% yield; for example, 0.34 means a 34% yield).. This data is from Reaction yield outcomes from USPTO patents with 853,638 reactions. (1) The reactants are [N:1]([CH2:4][C:5]1[C:6](I)=[CH:7][C:8]([F:11])=[N:9][CH:10]=1)=[N+:2]=[N-:3].[F:13][C:14]1[C:15]([C:29]2[S:33][C:32]3[C:34](B4OC(C)(C)C(C)(C)O4)=[CH:35][CH:36]=[CH:37][C:31]=3[CH:30]=2)=[N:16][C:17]([NH:20][CH2:21][CH2:22][N:23]2[CH2:27][CH2:26][NH:25][C:24]2=[O:28])=[N:18][CH:19]=1.C([O-])(O)=O.[Na+]. The catalyst is CS(C)=O.O.[Pd]. The product is [N:1]([CH2:4][C:5]1[C:6]([C:34]2[C:32]3[S:33][C:29]([C:15]4[C:14]([F:13])=[CH:19][N:18]=[C:17]([NH:20][CH2:21][CH2:22][N:23]5[CH2:27][CH2:26][NH:25][C:24]5=[O:28])[N:16]=4)=[CH:30][C:31]=3[CH:37]=[CH:36][CH:35]=2)=[CH:7][C:8]([F:11])=[N:9][CH:10]=1)=[N+:2]=[N-:3]. The yield is 1.00. (2) The reactants are [CH3:1][O:2][C:3](=[O:20])[CH:4]([C:13]1[CH:18]=[CH:17][C:16]([CH3:19])=[CH:15][CH:14]=1)[CH2:5]C(OC(C)(C)C)=O.[C:21]([OH:27])(C(F)(F)F)=[O:22].C1(P([N:42]=[N+]=[N-])(C2C=CC=CC=2)=O)C=CC=CC=1.C(N(CC)CC)C.[N-]=[N+]=[N-].[C:55]1([CH3:61])[CH:60]=CC=C[CH:56]=1. The catalyst is C(Cl)Cl.C(O)(C)(C)C.Cl[Sn](Cl)(Cl)Cl. The product is [CH3:1][O:2][C:3](=[O:20])[CH:4]([C:13]1[CH:14]=[CH:15][C:16]([CH3:19])=[CH:17][CH:18]=1)[CH2:5][NH:42][C:21]([O:27][C:55]([CH3:61])([CH3:60])[CH3:56])=[O:22]. The yield is 0.740. (3) The reactants are N1C(N)=C2C(N=CN2)=NC=1.[CH:11]1[N:16]=[C:15]([NH2:17])[C:14]2[N:18]=[CH:19][N:20]([CH2:21][CH2:22][O:23]CP(O)(O)=O)[C:13]=2[N:12]=1.CC(C)[O-].[Mg+2].CC(C)[O-].C1(=O)OCCO1. The catalyst is CN(C=O)C.[OH-].[Na+].C1(C)C=CC=CC=1. The product is [OH:23][CH2:22][CH2:21][N:20]1[CH:19]=[N:18][C:14]2[C:13]1=[N:12][CH:11]=[N:16][C:15]=2[NH2:17]. The yield is 0.900. (4) The yield is 0.920. The product is [Cl:1][C:2]1[CH:3]=[C:4]([CH3:21])[C:5]2[N:6]([C:8]([CH2:17][CH2:18][OH:19])=[C:9]([C:11]3[CH:16]=[CH:15][CH:14]=[CH:13][CH:12]=3)[N:10]=2)[CH:7]=1. The reactants are [Cl:1][C:2]1[CH:3]=[C:4]([CH3:21])[C:5]2[N:6]([C:8]([CH2:17][C:18](O)=[O:19])=[C:9]([C:11]3[CH:16]=[CH:15][CH:14]=[CH:13][CH:12]=3)[N:10]=2)[CH:7]=1.B.Cl. The catalyst is C1COCC1. (5) The product is [OH:4][CH2:3][CH2:2][N:1]([CH2:5][CH2:6][OH:7])[C:26](=[O:27])[O:25][CH2:24][C:21]1[CH:22]=[CH:23][CH:18]=[CH:19][CH:20]=1. The yield is 0.760. The catalyst is O. The reactants are [NH:1]([CH2:5][CH2:6][OH:7])[CH2:2][CH2:3][OH:4].C(=O)([O-])[O-].[Na+].[Na+].CC(C)=O.[CH:18]1[CH:23]=[CH:22][C:21]([CH2:24][O:25][C:26](Cl)=[O:27])=[CH:20][CH:19]=1. (6) The reactants are [OH:1][C:2]1[CH:9]=[C:8]([OH:10])[CH:7]=[CH:6][C:3]=1[CH:4]=[O:5].[CH3:11][O:12][CH2:13][CH2:14]O.C1(P(C2C=CC=CC=2)C2C=CC=CC=2)C=CC=CC=1.C1(C)C=CC=CC=1.N(C(OCC)=O)=NC(OCC)=O. The catalyst is C1(C)C=CC=CC=1. The product is [OH:1][C:2]1[CH:9]=[C:8]([O:10][CH2:14][CH2:13][O:12][CH3:11])[CH:7]=[CH:6][C:3]=1[CH:4]=[O:5]. The yield is 0.340. (7) The reactants are [CH:1]1([C:7]2[N:12]([C:13]3[CH:18]=[CH:17][C:16]([F:19])=[CH:15][CH:14]=3)[C:11](=[O:20])[CH:10]=[C:9]([OH:21])[N:8]=2)[CH2:6][CH2:5][CH2:4][CH2:3][CH2:2]1.[Cl-].C[Al+]C.CCCCCC.FC1C=C[C:36]([NH2:37])=CC=1.C1(C#N)CCCCC1.C(OCC)(=O)[CH2:49][C:50]([O:52]CC)=[O:51].C[O-:60].[Na+]. The catalyst is C1(C)C=CC=CC=1.O.COCCO. The product is [CH:1]1([C:7]2[N:12]([C:13]3[CH:14]=[CH:15][C:16]([F:19])=[CH:17][CH:18]=3)[C:11](=[O:20])[C:10]([C:36]([NH:37][CH2:49][C:50]([OH:52])=[O:51])=[O:60])=[C:9]([OH:21])[N:8]=2)[CH2:2][CH2:3][CH2:4][CH2:5][CH2:6]1. The yield is 0.350.